This data is from Reaction yield outcomes from USPTO patents with 853,638 reactions. The task is: Predict the reaction yield, written as a fraction of the theoretical maximum amount of product (1.0 means a 100% yield; for example, 0.34 means a 34% yield). (1) The reactants are [Cl:1][C:2]1[CH:3]=[C:4]2[C:9](=[CH:10][CH:11]=1)[N:8]=[C:7](N)[N:6]=[CH:5]2.C(O[N+]([O-])=O)(C)(C)C.C([O-])(O)=O.[Na+].[Cl:26]CCCl. No catalyst specified. The product is [Cl:26][C:7]1[N:6]=[CH:5][C:4]2[C:9](=[CH:10][CH:11]=[C:2]([Cl:1])[CH:3]=2)[N:8]=1. The yield is 0.200. (2) The reactants are [OH:1][CH2:2][CH:3]([CH2:21][OH:22])[CH2:4][O:5][C:6]1[CH:13]=[C:12]([O:14][CH3:15])[C:11]([C:16]2[S:17][CH:18]=[CH:19][CH:20]=2)=[CH:10][C:7]=1[CH:8]=O.[C:23]([C:26]1[CH:31]=[CH:30][C:29]([S:32]([NH2:35])(=[O:34])=[O:33])=[CH:28][CH:27]=1)(=[O:25])[CH3:24].C[O-].[Li+]. The catalyst is CN(C)C=O.CO.O. The product is [OH:1][CH2:2][CH:3]([CH2:21][OH:22])[CH2:4][O:5][C:6]1[CH:13]=[C:12]([O:14][CH3:15])[C:11]([C:16]2[S:17][CH:18]=[CH:19][CH:20]=2)=[CH:10][C:7]=1/[CH:8]=[CH:24]/[C:23]([C:26]1[CH:27]=[CH:28][C:29]([S:32]([NH2:35])(=[O:34])=[O:33])=[CH:30][CH:31]=1)=[O:25]. The yield is 0.600.